Dataset: Reaction yield outcomes from USPTO patents with 853,638 reactions. Task: Predict the reaction yield, written as a fraction of the theoretical maximum amount of product (1.0 means a 100% yield; for example, 0.34 means a 34% yield). The reactants are [NH2:1][C:2]1[C:7]([Cl:8])=[C:6]([O:9][CH3:10])[CH:5]=[CH:4][C:3]=1[C:11](=[O:13])[CH3:12].[CH:14]([C:17]1[N:18]=[C:19]([C:22](Cl)=[O:23])[S:20][CH:21]=1)([CH3:16])[CH3:15].C(C1C=CC(OC)=CC=1NC(C1SC=C(C(C)C)N=1)=O)(=O)C. No catalyst specified. The product is [C:11]([C:3]1[C:2]([NH:1][C:22]([C:19]2[S:20][CH:21]=[C:17]([CH:14]([CH3:16])[CH3:15])[N:18]=2)=[O:23])=[C:7]([Cl:8])[C:6]([O:9][CH3:10])=[CH:5][CH:4]=1)(=[O:13])[CH3:12]. The yield is 0.800.